From a dataset of Reaction yield outcomes from USPTO patents with 853,638 reactions. Predict the reaction yield, written as a fraction of the theoretical maximum amount of product (1.0 means a 100% yield; for example, 0.34 means a 34% yield). (1) The reactants are [CH2:1]([C@H:5]1[NH:16][C:15](=[O:17])[CH2:14][CH2:13][CH:12]=[CH:11][CH2:10][C@@H:9]([CH2:18][C:19]([O:21]C(C)(C)C)=O)[C:8](=[O:26])[O:7][CH2:6]1)[CH2:2][CH2:3][CH3:4].FC(F)(F)C(O)=O.C([C@H]1NC(=O)CCC=CC[C@@H](CC(O)=O)C(=O)OC1)CCC.[Cl:56][C:57]1[CH:62]=[CH:61][C:60]([CH2:63][NH2:64])=[CH:59][CH:58]=1. The catalyst is C(Cl)Cl.CO.C(Cl)Cl. The product is [CH2:1]([C@H:5]1[NH:16][C:15](=[O:17])[CH2:14][CH2:13][CH:12]=[CH:11][CH2:10][C@@H:9]([CH2:18][C:19]([NH:64][CH2:63][C:60]2[CH:61]=[CH:62][C:57]([Cl:56])=[CH:58][CH:59]=2)=[O:21])[C:8](=[O:26])[O:7][CH2:6]1)[CH2:2][CH2:3][CH3:4]. The yield is 0.720. (2) The reactants are [H-].[Al+3].[Li+].[H-].[H-].[H-].[N:7]([CH2:10][C:11]1[CH:19]=[CH:18][CH:17]=[C:16]2[C:12]=1[CH:13]=[N:14][N:15]2[CH:20]1[CH2:25][CH2:24][CH2:23][CH2:22][O:21]1)=[N+]=[N-]. The catalyst is O1CCCC1. The product is [NH2:7][CH2:10][C:11]1[CH:19]=[CH:18][CH:17]=[C:16]2[C:12]=1[CH:13]=[N:14][N:15]2[CH:20]1[CH2:25][CH2:24][CH2:23][CH2:22][O:21]1. The yield is 0.910. (3) The reactants are [Cl:1][C:2]1[CH:7]=[CH:6][C:5]([O:8][C:9]2[CH:14]=[CH:13][C:12]([N+:15]([O-])=O)=[CH:11][C:10]=2[O:18][CH3:19])=[CH:4][C:3]=1[Cl:20].[Cl-].[NH4+]. The catalyst is O1CCCC1.O.[Fe]. The product is [Cl:20][C:3]1[CH:4]=[C:5]([CH:6]=[CH:7][C:2]=1[Cl:1])[O:8][C:9]1[CH:14]=[CH:13][C:12]([NH2:15])=[CH:11][C:10]=1[O:18][CH3:19]. The yield is 0.740. (4) The reactants are [Br:1][C:2]1[CH:10]=[CH:9][CH:8]=[C:7]2[C:3]=1[C:4](O)([C:18]1[C:19]([OH:29])=[CH:20][C:21]3[O:25][C:24]([CH3:27])([CH3:26])[CH2:23][C:22]=3[CH:28]=1)[C:5](=[O:17])[N:6]2[CH2:11][C:12]([O:14][CH2:15][CH3:16])=[O:13].C([SiH](CC)CC)C.FC(F)(F)C(O)=O. The catalyst is ClCCl. The product is [Br:1][C:2]1[CH:10]=[CH:9][CH:8]=[C:7]2[C:3]=1[CH:4]([C:18]1[C:19]([OH:29])=[CH:20][C:21]3[O:25][C:24]([CH3:26])([CH3:27])[CH2:23][C:22]=3[CH:28]=1)[C:5](=[O:17])[N:6]2[CH2:11][C:12]([O:14][CH2:15][CH3:16])=[O:13]. The yield is 0.810. (5) The catalyst is CN(C=O)C.O. The yield is 0.457. The product is [Cl:10][C:11]1[C:16]([C:17]([N:62]2[CH2:61][CH2:60][N:59]([C:42](=[O:41])[CH2:43][NH:44][C:45]([C:47]3[CH:52]=[CH:51][C:50]([C:53]4[CH:58]=[CH:57][CH:56]=[CH:55][CH:54]=4)=[CH:49][CH:48]=3)=[O:46])[CH2:64][CH2:63]2)=[O:19])=[CH:15][CH:14]=[CH:13][N:12]=1. The reactants are CCN(C(C)C)C(C)C.[Cl:10][C:11]1[C:16]([C:17]([OH:19])=O)=[CH:15][CH:14]=[CH:13][N:12]=1.C1C=CC2N(O)N=NC=2C=1.CCN=C=NCCCN(C)C.[O:41]=[C:42]([N:59]1[CH2:64][CH2:63][NH:62][CH2:61][CH2:60]1)[CH2:43][NH:44][C:45]([C:47]1[CH:52]=[CH:51][C:50]([C:53]2[CH:58]=[CH:57][CH:56]=[CH:55][CH:54]=2)=[CH:49][CH:48]=1)=[O:46]. (6) The reactants are C[O:2][C:3](=O)[CH2:4][CH2:5][CH2:6][CH2:7][CH2:8][CH2:9][CH2:10][CH2:11][CH3:12].O.[NH2:15][NH2:16]. The catalyst is C(O)C. The product is [C:3]([NH:15][NH2:16])(=[O:2])[CH2:4][CH2:5][CH2:6][CH2:7][CH2:8][CH2:9][CH2:10][CH2:11][CH3:12]. The yield is 0.940. (7) The reactants are [CH3:1][C:2]1[CH:7]=[CH:6][C:5]([S:8]([NH:11][C:12]2[O:16][C:15]([C:17]3[CH:33]=[CH:32][C:20]4[N:21]=[C:22]([NH:24]C(=O)OC(C)(C)C)[S:23][C:19]=4[CH:18]=3)=[N:14][N:13]=2)(=[O:10])=[O:9])=[CH:4][CH:3]=1.C(O)(C(F)(F)F)=O.C(Cl)Cl. The product is [NH2:24][C:22]1[S:23][C:19]2[CH:18]=[C:17]([C:15]3[O:16][C:12]([NH:11][S:8]([C:5]4[CH:6]=[CH:7][C:2]([CH3:1])=[CH:3][CH:4]=4)(=[O:10])=[O:9])=[N:13][N:14]=3)[CH:33]=[CH:32][C:20]=2[N:21]=1. The yield is 0.940. No catalyst specified. (8) The reactants are [C:1]([O:5][C:6]([N:8]1[CH2:16][C:15]2[C:10](=[CH:11][CH:12]=[CH:13][C:14]=2[NH:17][CH2:18][C:19](=[O:33])[N:20]([CH2:26][C:27]2[CH:32]=[CH:31][CH:30]=[CH:29][CH:28]=2)[CH2:21][CH2:22][N:23]([CH3:25])[CH3:24])[CH2:9]1)=[O:7])([CH3:4])([CH3:3])[CH3:2].[C:34](O[C:34]([C:36]([F:39])([F:38])[F:37])=[O:35])([C:36]([F:39])([F:38])[F:37])=[O:35]. The catalyst is C(Cl)Cl. The product is [C:1]([O:5][C:6]([N:8]1[CH2:16][C:15]2[C:10](=[CH:11][CH:12]=[CH:13][C:14]=2[N:17]([CH2:18][C:19](=[O:33])[N:20]([CH2:26][C:27]2[CH:28]=[CH:29][CH:30]=[CH:31][CH:32]=2)[CH2:21][CH2:22][N:23]([CH3:25])[CH3:24])[C:34](=[O:35])[C:36]([F:39])([F:38])[F:37])[CH2:9]1)=[O:7])([CH3:4])([CH3:2])[CH3:3]. The yield is 0.790. (9) The reactants are [CH2:1]([O:3][C:4](=[O:15])[C:5]([C:12](=[O:14])[CH3:13])([CH3:11])[CH2:6][CH:7]=[C:8]([CH3:10])[CH3:9])[CH3:2].C[Si]([N-][Si](C)(C)C)(C)C.[Li+].Br[CH2:27][C:28]#[N:29].[O-2].[Al+3].[O-2].[O-2].[Al+3]. The catalyst is O1CCCC1. The product is [CH2:1]([O:3][C:4](=[O:15])[C:5]([C:12](=[O:14])[CH2:13][CH2:27][C:28]#[N:29])([CH3:11])[CH2:6][CH:7]=[C:8]([CH3:9])[CH3:10])[CH3:2]. The yield is 0.710. (10) The reactants are [Cl:1][C:2]1[CH:7]=[CH:6][C:5]([C:8]2[CH:16]=[CH:15][CH:14]=[C:13]3[C:9]=2[CH2:10][C:11](=[O:17])[NH:12]3)=[CH:4][CH:3]=1.[CH2:18]([N:20]([CH2:34][CH3:35])[CH2:21][CH2:22][NH:23][C:24]([C:26]1[C:30]([CH3:31])=[C:29]([CH:32]=O)[NH:28][CH:27]=1)=[O:25])[CH3:19]. The catalyst is C(O)C.N1CCCCC1. The product is [CH2:34]([N:20]([CH2:18][CH3:19])[CH2:21][CH2:22][NH:23][C:24]([C:26]1[C:30]([CH3:31])=[C:29]([CH:32]=[C:10]2[C:9]3[C:13](=[CH:14][CH:15]=[CH:16][C:8]=3[C:5]3[CH:4]=[CH:3][C:2]([Cl:1])=[CH:7][CH:6]=3)[NH:12][C:11]2=[O:17])[NH:28][CH:27]=1)=[O:25])[CH3:35]. The yield is 0.640.